From a dataset of Catalyst prediction with 721,799 reactions and 888 catalyst types from USPTO. Predict which catalyst facilitates the given reaction. (1) Reactant: [O:1]1[C:5]2[CH:6]=[CH:7][CH:8]=[C:9]([C:10]([NH:12][NH2:13])=[O:11])[C:4]=2[O:3][CH2:2]1.[OH-].[K+].[C:16](=S)=[S:17].Cl. Product: [O:1]1[C:5]2[CH:6]=[CH:7][CH:8]=[C:9]([C:10]3[O:11][C:16]([SH:17])=[N:13][N:12]=3)[C:4]=2[O:3][CH2:2]1. The catalyst class is: 72. (2) Reactant: C([O:5][C:6]([N:8]1[CH2:13][CH2:12][N:11]([C:14]2[C:23]3[C:18](=[C:19]([F:36])[C:20]([C:25]4[C:34]5[C:29](=[CH:30][CH:31]=[CH:32][CH:33]=5)[CH:28]=[C:27]([OH:35])[CH:26]=4)=[C:21]([Cl:24])[CH:22]=3)[N:17]=[C:16]([C:37](=[O:39])[NH2:38])[N:15]=2)[CH2:10][CH2:9]1)=O)(C)(C)C.[CH3:40][CH2:41]N(CC)CC.C(Cl)(=O)C=C. Product: [C:6]([N:8]1[CH2:13][CH2:12][N:11]([C:14]2[C:23]3[C:18](=[C:19]([F:36])[C:20]([C:25]4[C:34]5[C:29](=[CH:30][CH:31]=[CH:32][CH:33]=5)[CH:28]=[C:27]([OH:35])[CH:26]=4)=[C:21]([Cl:24])[CH:22]=3)[N:17]=[C:16]([C:37]([NH2:38])=[O:39])[N:15]=2)[CH2:10][CH2:9]1)(=[O:5])[CH:40]=[CH2:41]. The catalyst class is: 620. (3) Reactant: [Cl:1][C:2]1[CH:3]=[C:4]([CH:24]=[CH:25][C:26]=1[Cl:27])[CH2:5][N:6]1[CH2:11][CH2:10][O:9][C@@H:8]([CH2:12][N:13]2C(=O)C3C(=CC=CC=3)C2=O)[CH2:7]1.NN. The catalyst class is: 8. Product: [NH2:13][CH2:12][C@@H:8]1[O:9][CH2:10][CH2:11][N:6]([CH2:5][C:4]2[CH:24]=[CH:25][C:26]([Cl:27])=[C:2]([Cl:1])[CH:3]=2)[CH2:7]1.